Predict the product of the given reaction. From a dataset of Forward reaction prediction with 1.9M reactions from USPTO patents (1976-2016). (1) Given the reactants [CH2:1]([N:8]1[CH2:13][CH2:12][CH:11]([NH:14][C:15]2[C:20]([CH:21]=[O:22])=[CH:19][N:18]=[C:17]3[N:23]([CH2:26][O:27][CH2:28][CH2:29][Si:30]([CH3:33])([CH3:32])[CH3:31])[CH:24]=[CH:25][C:16]=23)[CH2:10][CH2:9]1)[C:2]1[CH:7]=[CH:6][CH:5]=[CH:4][CH:3]=1.[BH4-].[Na+], predict the reaction product. The product is: [CH2:1]([N:8]1[CH2:13][CH2:12][CH:11]([NH:14][C:15]2[C:20]([CH2:21][OH:22])=[CH:19][N:18]=[C:17]3[N:23]([CH2:26][O:27][CH2:28][CH2:29][Si:30]([CH3:33])([CH3:32])[CH3:31])[CH:24]=[CH:25][C:16]=23)[CH2:10][CH2:9]1)[C:2]1[CH:3]=[CH:4][CH:5]=[CH:6][CH:7]=1. (2) Given the reactants [CH:1]([NH:4][C:5]1[C:10]([C:11](O)=[O:12])=[CH:9][N:8]=[C:7]([S:14][CH3:15])[N:6]=1)([CH3:3])[CH3:2].C[N:17](C(ON1N=NC2C=CC=NC1=2)=[N+](C)C)C.F[P-](F)(F)(F)(F)F.Cl.N.CCN(C(C)C)C(C)C, predict the reaction product. The product is: [CH:1]([NH:4][C:5]1[C:10]([C:11]([NH2:17])=[O:12])=[CH:9][N:8]=[C:7]([S:14][CH3:15])[N:6]=1)([CH3:3])[CH3:2]. (3) Given the reactants [Br:1][C:2]1[CH:15]=[CH:14][C:5]([C:6]([NH:8][CH2:9][Si:10]([CH3:13])([CH3:12])[CH3:11])=[S:7])=[CH:4][C:3]=1[CH3:16].CI.[C:19]([O-])([O-])=O.[Cs+].[Cs+].O, predict the reaction product. The product is: [CH3:19][S:7][C:6](=[N:8][CH2:9][Si:10]([CH3:11])([CH3:12])[CH3:13])[C:5]1[CH:14]=[CH:15][C:2]([Br:1])=[C:3]([CH3:16])[CH:4]=1. (4) Given the reactants Cl.[Br:2][C:3]1[CH:4]=[CH:5][C:6]([S:10][CH2:11][CH2:12][CH2:13][Cl:14])=[C:7]([NH2:9])[CH:8]=1.[N:15]([O-])=O.[Na+].Cl[Sn]Cl.Cl, predict the reaction product. The product is: [ClH:14].[Br:2][C:3]1[CH:4]=[CH:5][C:6]([S:10][CH2:11][CH2:12][CH2:13][Cl:14])=[C:7]([NH:9][NH2:15])[CH:8]=1.